Dataset: Full USPTO retrosynthesis dataset with 1.9M reactions from patents (1976-2016). Task: Predict the reactants needed to synthesize the given product. (1) Given the product [Cl:2][C:3]([Cl:49])([Cl:48])[C:4]([O:7][C:8]([N:10]1[CH:15]2[C:16]([C:36]([O:38][CH2:39][CH3:40])=[O:37])=[C:17]([C:19]3[CH:24]=[CH:23][CH:22]=[C:21]([CH2:25][CH:26]([OH:28])[CH3:27])[CH:20]=3)[CH2:18][CH:11]1[CH2:12][N:13]([C:41](=[O:43])[CH3:50])[CH2:14]2)=[O:9])([CH3:6])[CH3:5], predict the reactants needed to synthesize it. The reactants are: Cl.[Cl:2][C:3]([Cl:49])([Cl:48])[C:4]([O:7][C:8]([N:10]1[CH:15]2[C:16]([C:36]([O:38][CH2:39][CH3:40])=[O:37])=[C:17]([C:19]3[CH:24]=[CH:23][CH:22]=[C:21]([CH2:25][CH:26]([O:28][Si](C(C)(C)C)(C)C)[CH3:27])[CH:20]=3)[CH2:18][CH:11]1[CH2:12][N:13]([C:41]([O:43]C(C)(C)C)=O)[CH2:14]2)=[O:9])([CH3:6])[CH3:5].[CH3:50]CN(C(C)C)C(C)C.C(Cl)(C)=O. (2) Given the product [CH2:8]([C:6]1[CH:7]=[C:2]([I:21])[CH:3]=[CH:4][C:5]=1[N+:10]([O-:12])=[O:11])[CH3:9], predict the reactants needed to synthesize it. The reactants are: N[C:2]1[CH:3]=[CH:4][C:5]([N+:10]([O-:12])=[O:11])=[C:6]([CH2:8][CH3:9])[CH:7]=1.N([O-])=O.[Na+].NC(N)=O.[I-:21].[K+]. (3) Given the product [CH:1]([N:4]1[CH2:9][CH2:8][N:7]([C:10]([C:12]2[CH:20]=[C:19]3[C:15]([C:16]([CH2:21][N:23]4[CH2:28][CH2:27][CH2:26][CH2:25][CH2:24]4)=[CH:17][NH:18]3)=[CH:14][CH:13]=2)=[O:11])[CH2:6][CH2:5]1)([CH3:3])[CH3:2], predict the reactants needed to synthesize it. The reactants are: [CH:1]([N:4]1[CH2:9][CH2:8][N:7]([C:10]([C:12]2[CH:20]=[C:19]3[C:15]([C:16]([CH:21]=O)=[CH:17][NH:18]3)=[CH:14][CH:13]=2)=[O:11])[CH2:6][CH2:5]1)([CH3:3])[CH3:2].[NH:23]1[CH2:28][CH2:27][CH2:26][CH2:25][CH2:24]1.[BH-](OC(C)=O)(OC(C)=O)OC(C)=O.[Na+]. (4) Given the product [N:8]1([CH2:7][C:6]2[CH:5]=[C:4]([NH2:1])[CH:16]=[C:15]([C:17]([F:18])([F:20])[F:19])[CH:14]=2)[CH2:13][CH2:12][O:11][CH2:10][CH2:9]1, predict the reactants needed to synthesize it. The reactants are: [N+:1]([C:4]1[CH:5]=[C:6]([CH:14]=[C:15]([C:17]([F:20])([F:19])[F:18])[CH:16]=1)[CH2:7][N:8]1[CH2:13][CH2:12][O:11][CH2:10][CH2:9]1)([O-])=O.C(O)C.O.NN. (5) Given the product [NH2:28][C:11]1[N:10]=[C:9]([NH:8][CH2:7][C:4]2[CH:5]=[CH:6][N:1]=[CH:2][CH:3]=2)[N:17]=[C:16]2[C:12]=1[NH:13][C:14](=[O:27])[N:15]2[CH2:18][C:19]1[CH:24]=[CH:23][C:22]([CH2:25][N:30]([CH3:31])[CH3:29])=[CH:21][CH:20]=1, predict the reactants needed to synthesize it. The reactants are: [N:1]1[CH:6]=[CH:5][C:4]([CH2:7][NH:8][C:9]2[N:17]=[C:16]3[C:12]([NH:13][C:14](=[O:27])[N:15]3[CH2:18][C:19]3[CH:24]=[CH:23][C:22]([CH2:25]Cl)=[CH:21][CH:20]=3)=[C:11]([NH2:28])[N:10]=2)=[CH:3][CH:2]=1.[CH3:29][NH:30][CH3:31]. (6) The reactants are: [C:1]([O:5][C:6](=[O:22])[NH:7][C:8]1[N:16]=[CH:15][C:14]2[NH:13][C:12]3[N:17]=[CH:18][C:19](Br)=[CH:20][C:11]=3[C:10]=2[CH:9]=1)([CH3:4])([CH3:3])[CH3:2].[N:23]1([CH2:29][C:30]2[CH:35]=[CH:34][C:33](B(O)O)=[CH:32][CH:31]=2)[CH2:28][CH2:27][CH2:26][CH2:25][CH2:24]1. Given the product [C:1]([O:5][C:6](=[O:22])[NH:7][C:8]1[N:16]=[CH:15][C:14]2[NH:13][C:12]3[N:17]=[CH:18][C:19]([C:33]4[CH:32]=[CH:31][C:30]([CH2:29][N:23]5[CH2:28][CH2:27][CH2:26][CH2:25][CH2:24]5)=[CH:35][CH:34]=4)=[CH:20][C:11]=3[C:10]=2[CH:9]=1)([CH3:4])([CH3:3])[CH3:2], predict the reactants needed to synthesize it.